This data is from Forward reaction prediction with 1.9M reactions from USPTO patents (1976-2016). The task is: Predict the product of the given reaction. Given the reactants Br[C:2]1[CH:7]=[CH:6][N:5]=[CH:4][CH:3]=1.[C:8]([C:13]1[CH:14]=[C:15](B(O)O)[CH:16]=[CH:17][CH:18]=1)([O:10][CH2:11][CH3:12])=[O:9].C(=O)([O-])[O-].[Na+].[Na+], predict the reaction product. The product is: [N:5]1[CH:6]=[CH:7][C:2]([C:17]2[CH:18]=[C:13]([CH:14]=[CH:15][CH:16]=2)[C:8]([O:10][CH2:11][CH3:12])=[O:9])=[CH:3][CH:4]=1.